From a dataset of Forward reaction prediction with 1.9M reactions from USPTO patents (1976-2016). Predict the product of the given reaction. (1) Given the reactants [Cl:1][C:2]1[CH:11]=[C:10]2[C:5]([C:6](=O)[NH:7][C:8]([N:12]3[CH:16]=[C:15]([C:17]([O:19]CC)=[O:18])[CH:14]=[N:13]3)=[N:9]2)=[CH:4][C:3]=1[N:23]1[CH2:28][CH2:27][CH2:26][CH2:25][CH2:24]1.[CH3:29][NH:30][CH2:31][CH3:32], predict the reaction product. The product is: [CH2:31]([N:30]([CH3:29])[C:6]1[C:5]2[C:10](=[CH:11][C:2]([Cl:1])=[C:3]([N:23]3[CH2:28][CH2:27][CH2:26][CH2:25][CH2:24]3)[CH:4]=2)[N:9]=[C:8]([N:12]2[CH:16]=[C:15]([C:17]([OH:19])=[O:18])[CH:14]=[N:13]2)[N:7]=1)[CH3:32]. (2) Given the reactants Cl[C:2]1[CH:7]=[C:6]([CH3:8])[N:5]=[C:4]([C:9]2[CH:14]=[CH:13][CH:12]=[CH:11][N:10]=2)[N:3]=1.[CH3:15][C:16]1[CH:22]=[CH:21][CH:20]=[C:19]([CH3:23])[C:17]=1[NH2:18].Cl.[OH-].[Na+], predict the reaction product. The product is: [CH3:15][C:16]1[CH:22]=[CH:21][CH:20]=[C:19]([CH3:23])[C:17]=1[NH:18][C:2]1[CH:7]=[C:6]([CH3:8])[N:5]=[C:4]([C:9]2[CH:14]=[CH:13][CH:12]=[CH:11][N:10]=2)[N:3]=1. (3) Given the reactants [NH2:1][C:2]1[C:7]([S:8]([NH:11][C:12]([C:14]2[C:15]([N:21]3[CH2:25][C@@H:24]([CH3:26])[CH2:23][C:22]3([CH3:28])[CH3:27])=[N:16][C:17](Cl)=[CH:18][CH:19]=2)=[O:13])(=[O:10])=[O:9])=[CH:6][CH:5]=[CH:4][N:3]=1.[F:29][C:30]1[N:35]=[C:34](B(O)O)[CH:33]=[CH:32][CH:31]=1.ClCCl.C([O-])([O-])=O.[Na+].[Na+], predict the reaction product. The product is: [NH2:1][C:2]1[C:7]([S:8]([NH:11][C:12]([C:14]2[C:15]([N:21]3[CH2:25][C@@H:24]([CH3:26])[CH2:23][C:22]3([CH3:28])[CH3:27])=[N:16][C:17]([C:34]3[CH:33]=[CH:32][CH:31]=[C:30]([F:29])[N:35]=3)=[CH:18][CH:19]=2)=[O:13])(=[O:10])=[O:9])=[CH:6][CH:5]=[CH:4][N:3]=1. (4) Given the reactants Br[C:2]1[N:12]2[C:13]3[C:8]([CH2:9][CH2:10][CH2:11]2)=[C:7]([Br:14])[C:6]([Br:15])=[C:5]([Br:16])[C:4]=3[N:3]=1.C([NH:24][CH2:25][CH2:26][NH2:27])(OC(C)(C)C)=O, predict the reaction product. The product is: [Br:14][C:7]1[C:6]([Br:15])=[C:5]([Br:16])[C:4]2[N:3]=[C:2]([NH:24][CH2:25][CH2:26][NH2:27])[N:12]3[C:13]=2[C:8]=1[CH2:9][CH2:10][CH2:11]3.